Dataset: Full USPTO retrosynthesis dataset with 1.9M reactions from patents (1976-2016). Task: Predict the reactants needed to synthesize the given product. (1) Given the product [Cl:55][C:56]1[CH:69]=[CH:68][C:59]([CH2:60][C:61]2([F:67])[CH2:62][CH2:63][N:64]([S:12]([C:15]3[C:16]([CH3:22])=[N:17][NH:18][C:19]=3[CH3:20])(=[O:14])=[O:13])[CH2:65][CH2:66]2)=[C:58]([F:70])[CH:57]=1, predict the reactants needed to synthesize it. The reactants are: ClC1C=C(C=CC=1Cl)OC1CCN([S:12]([C:15]2[C:16]([CH3:22])=[N:17][N:18](C)[C:19]=2[CH3:20])(=[O:14])=[O:13])CC1.ClC1C=C(C=CC=1Cl)NCC1CCN(S(C2C(C)=NN(C)C=2C)(=O)=O)CC1.Cl.[Cl:55][C:56]1[CH:69]=[CH:68][C:59]([CH2:60][C:61]2([F:67])[CH2:66][CH2:65][NH:64][CH2:63][CH2:62]2)=[C:58]([F:70])[CH:57]=1. (2) Given the product [C:8]([O-:15])(=[O:14])/[CH:9]=[CH:10]/[CH:11]=[CH:12]/[CH3:13].[Na+:7], predict the reactants needed to synthesize it. The reactants are: Cl.NC(N)=O.[OH-].[Na+:7].[C:8]([OH:15])(=[O:14])/[CH:9]=[CH:10]/[CH:11]=[CH:12]/[CH3:13]. (3) Given the product [C:11]([O:15][C:16]([NH:1][C@@H:2]([CH2:6][CH:7]=[CH2:8])[C:3]([OH:5])=[O:4])=[O:17])([CH3:14])([CH3:13])[CH3:12], predict the reactants needed to synthesize it. The reactants are: [NH2:1][C@@H:2]([CH2:6][CH:7]=[CH2:8])[C:3]([OH:5])=[O:4].[OH-].[Na+].[C:11]([O:15][C:16](O[C:16]([O:15][C:11]([CH3:14])([CH3:13])[CH3:12])=[O:17])=[O:17])([CH3:14])([CH3:13])[CH3:12]. (4) The reactants are: Cl.[Sn](Cl)Cl.[N+:5]([C:8]1[CH:13]=[C:12]([C:14]([F:17])([F:16])[F:15])[CH:11]=[CH:10][C:9]=1[N:18]1[CH2:23][CH2:22][O:21][CH2:20][CH2:19]1)([O-])=O.C(=O)([O-])O.[Na+]. Given the product [NH2:5][C:8]1[CH:13]=[C:12]([C:14]([F:15])([F:16])[F:17])[CH:11]=[CH:10][C:9]=1[N:18]1[CH2:19][CH2:20][O:21][CH2:22][CH2:23]1, predict the reactants needed to synthesize it. (5) Given the product [CH3:1][O:2][C:3](=[O:12])[C:4]1[CH:9]=[CH:8][CH:7]=[C:6]([CH2:10][NH:11][C:18]([O:17][C:13]([CH3:16])([CH3:15])[CH3:14])=[O:19])[CH:5]=1, predict the reactants needed to synthesize it. The reactants are: [CH3:1][O:2][C:3](=[O:12])[C:4]1[CH:9]=[CH:8][CH:7]=[C:6]([C:10]#[N:11])[CH:5]=1.[C:13]([O:17][C:18](O[C:18]([O:17][C:13]([CH3:16])([CH3:15])[CH3:14])=[O:19])=[O:19])([CH3:16])([CH3:15])[CH3:14].[H][H]. (6) The reactants are: [Cl:1][C:2]1[CH:7]=[CH:6][C:5]([CH2:8][C:9](=[O:11])[CH3:10])=[CH:4][C:3]=1[S:12](Cl)(=[O:14])=[O:13].S([O-])([O-])=O.[Na+].[Na+].[C:22](=O)([O-])O.[Na+].IC. Given the product [Cl:1][C:2]1[CH:7]=[CH:6][C:5]([CH2:8][C:9](=[O:11])[CH3:10])=[CH:4][C:3]=1[S:12]([CH3:22])(=[O:14])=[O:13], predict the reactants needed to synthesize it. (7) Given the product [F:1][C:2]([F:7])([F:6])[C:3]([OH:5])=[O:4].[CH3:8][CH:9]1[CH2:18][CH2:17][C:16]2[C:11](=[CH:12][CH:13]=[CH:14][C:15]=2[N:19]2[CH2:20][CH2:21][N:22]([CH3:2])[CH2:23][CH2:24]2)[N:10]1[S:25]([C:28]1[CH:29]=[CH:30][C:31]([CH3:34])=[CH:32][CH:33]=1)(=[O:27])=[O:26], predict the reactants needed to synthesize it. The reactants are: [F:1][C:2]([F:7])([F:6])[C:3]([OH:5])=[O:4].[CH3:8][CH:9]1[CH2:18][CH2:17][C:16]2[C:11](=[CH:12][CH:13]=[CH:14][C:15]=2[N:19]2[CH2:24][CH2:23][NH:22][CH2:21][CH2:20]2)[N:10]1[S:25]([C:28]1[CH:33]=[CH:32][C:31]([CH3:34])=[CH:30][CH:29]=1)(=[O:27])=[O:26].[H-].[Na+].CI. (8) The reactants are: [CH2:1]([C:8]1[N:9]=[N:10][C:11](Cl)=[C:12]([CH3:15])[C:13]=1[CH3:14])[C:2]1[CH:7]=[CH:6][CH:5]=[CH:4][CH:3]=1.CC1(C)C(C)(C)OB([C:25]2[CH2:30][CH2:29][N:28]([C:31]([O:33][C:34]([CH3:37])([CH3:36])[CH3:35])=[O:32])[CH2:27][CH:26]=2)O1.C(=O)([O-])[O-].[K+].[K+]. Given the product [C:34]([O:33][C:31]([N:28]1[CH2:27][CH:26]=[C:25]([C:11]2[N:10]=[N:9][C:8]([CH2:1][C:2]3[CH:7]=[CH:6][CH:5]=[CH:4][CH:3]=3)=[C:13]([CH3:14])[C:12]=2[CH3:15])[CH2:30][CH2:29]1)=[O:32])([CH3:37])([CH3:35])[CH3:36], predict the reactants needed to synthesize it.